Task: Predict the reactants needed to synthesize the given product.. Dataset: Full USPTO retrosynthesis dataset with 1.9M reactions from patents (1976-2016) (1) Given the product [CH3:17][C:9]1[CH:14]=[CH:13][CH:12]=[CH:11][C:10]=1[CH:15]([C:2]1[CH:7]=[CH:6][CH:5]=[CH:4][C:3]=1[CH3:8])[OH:16], predict the reactants needed to synthesize it. The reactants are: Br[C:2]1[CH:7]=[CH:6][CH:5]=[CH:4][C:3]=1[CH3:8].[C:9]1([CH3:17])[C:10]([CH:15]=[O:16])=[CH:11][CH:12]=[CH:13][CH:14]=1.[Li]CCCC. (2) Given the product [CH2:1]([O:4][C:5]1([CH3:38])[CH2:10][CH2:9][N:8]([C:11]2[C:12]3[N:13]([N:28]=[C:29]([C:31]4[CH:32]=[C:33]([C:41]5[C:42]([OH:47])=[CH:43][CH:44]=[C:45]([CH3:46])[C:40]=5[F:39])[CH:34]=[CH:35][CH:36]=4)[CH:30]=3)[CH:14]=[C:15]([CH3:27])[C:16]=2[C@H:17]([O:22][C:23]([CH3:26])([CH3:25])[CH3:24])[C:18]([O:20][CH3:21])=[O:19])[CH2:7][CH2:6]1)[CH:2]=[CH2:3], predict the reactants needed to synthesize it. The reactants are: [CH2:1]([O:4][C:5]1([CH3:38])[CH2:10][CH2:9][N:8]([C:11]2[C:12]3[N:13]([N:28]=[C:29]([C:31]4[CH:36]=[CH:35][CH:34]=[C:33](Br)[CH:32]=4)[CH:30]=3)[CH:14]=[C:15]([CH3:27])[C:16]=2[C@H:17]([O:22][C:23]([CH3:26])([CH3:25])[CH3:24])[C:18]([O:20][CH3:21])=[O:19])[CH2:7][CH2:6]1)[CH:2]=[CH2:3].[F:39][C:40]1[C:45]([CH3:46])=[CH:44][CH:43]=[C:42]([OH:47])[C:41]=1B(O)O.C([O-])([O-])=O.[Na+].[Na+]. (3) Given the product [CH3:11][C:5]1[C:6]([CH2:7][C:8]([NH:52][CH:42]2[C:51]3[C:46](=[CH:47][CH:48]=[CH:49][CH:50]=3)[CH2:45][CH2:44][CH2:43]2)=[O:10])=[C:2]([CH3:1])[NH:3][N:4]=1, predict the reactants needed to synthesize it. The reactants are: [CH3:1][C:2]1[C:6]([CH2:7][C:8]([OH:10])=O)=[C:5]([CH3:11])[NH:4][N:3]=1.CCN=C=NCCCN(C)C.Cl.ON1C2C=CC=CC=2N=N1.C(N1CCOCC1)C.[C@@H:42]1([NH2:52])[C:51]2[C:46](=[CH:47][CH:48]=[CH:49][CH:50]=2)[CH2:45][CH2:44][CH2:43]1.